This data is from Reaction yield outcomes from USPTO patents with 853,638 reactions. The task is: Predict the reaction yield, written as a fraction of the theoretical maximum amount of product (1.0 means a 100% yield; for example, 0.34 means a 34% yield). (1) The reactants are [ClH:1].[F:2][C:3]1[CH:16]=[C:15]([F:17])[C:14]([C:18]2[CH:23]=[CH:22][N:21]=[CH:20][CH:19]=2)=[CH:13][C:4]=1[CH2:5][NH:6][C:7](=[O:12])[C:8]([F:11])([F:10])[F:9].[H][H]. The catalyst is CO.Cl.[Pt]. The product is [ClH:1].[F:2][C:3]1[CH:16]=[C:15]([F:17])[C:14]([CH:18]2[CH2:19][CH2:20][NH:21][CH2:22][CH2:23]2)=[CH:13][C:4]=1[CH2:5][NH:6][C:7](=[O:12])[C:8]([F:11])([F:10])[F:9]. The yield is 0.860. (2) The reactants are [CH3:1][O:2][C:3](=[O:16])[C:4]1[CH:9]=[CH:8][C:7]([O:10][CH2:11][C:12]([CH3:14])=[CH2:13])=[C:6](I)[CH:5]=1.C(=O)([O-])[O-].[K+].[K+].[C:23]1(B(O)O)[CH:28]=[CH:27][CH:26]=[CH:25][CH:24]=1. The catalyst is CN(C=O)C.[Cl-].C([N+](CCCC)(CCCC)CCCC)CCC.C([O-])(=O)C.[Pd+2].C([O-])(=O)C. The product is [CH3:1][O:2][C:3]([C:4]1[CH:9]=[CH:8][C:7]2[O:10][CH2:11][C:12]([CH2:14][C:23]3[CH:28]=[CH:27][CH:26]=[CH:25][CH:24]=3)([CH3:13])[C:6]=2[CH:5]=1)=[O:16]. The yield is 0.520. (3) The reactants are C(=O)([O-])[O-].[Cs+].[Cs+].[C:7]1([CH3:14])[C:12]([OH:13])=[CH:11][CH:10]=[CH:9][CH:8]=1.Br[CH:16]([CH3:22])[C:17]([O:19][CH2:20][CH3:21])=[O:18]. The catalyst is CN(C=O)C.C(OCC)C. The product is [CH2:20]([O:19][C:17](=[O:18])[CH:16]([O:13][C:12]1[CH:11]=[CH:10][CH:9]=[CH:8][C:7]=1[CH3:14])[CH3:22])[CH3:21]. The yield is 1.00. (4) The reactants are [F:1][C:2]1[CH:3]=[CH:4][C:5]([OH:18])=[C:6]2[C:11]=1[NH:10][C:9](=[O:12])[NH:8][C:7]12[CH2:17][CH2:16][CH2:15][CH2:14][CH2:13]1.F[C:20]1[CH:27]=[CH:26][C:25]([F:28])=[CH:24][C:21]=1[C:22]#[N:23]. No catalyst specified. The product is [F:28][C:25]1[CH:26]=[CH:27][C:20]([O:18][C:5]2[CH:4]=[CH:3][C:2]([F:1])=[C:11]3[C:6]=2[C:7]2([CH2:17][CH2:16][CH2:15][CH2:14][CH2:13]2)[NH:8][C:9](=[O:12])[NH:10]3)=[C:21]([CH:24]=1)[C:22]#[N:23]. The yield is 0.920.